From a dataset of Full USPTO retrosynthesis dataset with 1.9M reactions from patents (1976-2016). Predict the reactants needed to synthesize the given product. (1) Given the product [Cl:19][C:16]1[CH:17]=[CH:18][C:12]2[O:11][C:10]([N:4]3[CH2:5][CH2:6][CH:7]([CH3:8])[NH:1][CH2:2][CH2:3]3)=[N:14][C:13]=2[CH:15]=1, predict the reactants needed to synthesize it. The reactants are: [NH2:1][CH2:2][CH2:3][N:4]([C:10]1[O:11][C:12]2[CH:18]=[CH:17][C:16]([Cl:19])=[CH:15][C:13]=2[N:14]=1)[CH2:5][CH2:6][C:7](=O)[CH3:8].[BH4-].[Na+]. (2) Given the product [Br:1][C:2]1[CH:3]=[CH:4][C:5]([O:10][C:11]2[C:12]([CH3:18])=[N:13][N:14]([CH3:17])[C:15]=2[CH3:16])=[C:6]([CH:7]=[N:40][C:38]([O:47][Si:20]([CH3:27])([CH3:26])[CH3:19])=[CH2:39])[CH:9]=1, predict the reactants needed to synthesize it. The reactants are: [Br:1][C:2]1[CH:3]=[CH:4][C:5]([O:10][C:11]2[C:12]([CH3:18])=[N:13][N:14]([CH3:17])[C:15]=2[CH3:16])=[C:6]([CH:9]=1)[CH:7]=O.[CH3:19][Si:20]([CH3:27])([CH3:26])N[Si:20]([CH3:27])([CH3:26])[CH3:19].C([Li])CCC.C[Si](Cl)(C)C.[CH2:38]([N:40](CC)CC)[CH3:39].C(Cl)(=[O:47])C. (3) Given the product [O:1]=[C:2]([N:28]1[CH2:29][CH2:30][CH2:31][CH2:32]1)[C@@H:3]([NH:6][CH2:7][C:8]1[CH:13]=[CH:12][N:11]=[C:10]2[NH:14][CH:15]=[C:16]([C:17]([OH:19])=[O:18])[C:9]=12)[CH2:4][CH3:5], predict the reactants needed to synthesize it. The reactants are: [O:1]=[C:2]([N:28]1[CH2:32][CH2:31][CH2:30][CH2:29]1)[C@@H:3]([NH:6][CH2:7][C:8]1[CH:13]=[CH:12][N:11]=[C:10]2[N:14](C(OC(C)(C)C)=O)[CH:15]=[C:16]([C:17]([O:19]C)=[O:18])[C:9]=12)[CH2:4][CH3:5].CO.[OH-].[Na+]. (4) Given the product [CH3:18][O:17][CH:4]([CH2:5][C:6]1[CH:11]=[CH:10][CH:9]=[C:8]([O:12][CH2:13][CH2:14][CH2:15][O:26][C:20]2[CH:25]=[CH:24][CH:23]=[CH:22][CH:21]=2)[CH:7]=1)[C:3]([OH:2])=[O:19], predict the reactants needed to synthesize it. The reactants are: C[O:2][C:3](=[O:19])[CH:4]([O:17][CH3:18])[CH2:5][C:6]1[CH:11]=[CH:10][CH:9]=[C:8]([O:12][CH2:13][CH2:14][CH2:15]Br)[CH:7]=1.[C:20]1([OH:26])[CH:25]=[CH:24][CH:23]=[CH:22][CH:21]=1.CO[C@@H](CC1C=CC(OCCCOC2C=CC=CC=2)=CC=1)C(O)=O.